From a dataset of Reaction yield outcomes from USPTO patents with 853,638 reactions. Predict the reaction yield, written as a fraction of the theoretical maximum amount of product (1.0 means a 100% yield; for example, 0.34 means a 34% yield). (1) The reactants are [NH:1]([C:3]1[CH:4]=[C:5]([CH:9]=[CH:10][CH:11]=1)[C:6]([OH:8])=[O:7])[NH2:2].[CH3:12][C:13]([CH3:20])([CH3:19])[C:14](=O)[CH2:15][C:16]#[N:17].S(=O)(=O)(O)O.[CH3:26][CH2:27]O. No catalyst specified. The product is [CH2:26]([O:7][C:6](=[O:8])[C:5]1[CH:9]=[CH:10][CH:11]=[C:3]([N:1]2[C:16]([NH2:17])=[CH:15][C:14]([C:13]([CH3:20])([CH3:19])[CH3:12])=[N:2]2)[CH:4]=1)[CH3:27]. The yield is 0.560. (2) The reactants are C([O:4][C:5]([C@H:7]1[CH2:12][CH2:11][C@H:10]([CH:13]([NH:28][C:29]([O:31][C:32]([CH3:35])([CH3:34])[CH3:33])=[O:30])[CH2:14][NH:15][C:16]([C:18]2([C:21]3[CH:26]=[CH:25][C:24]([Cl:27])=[CH:23][CH:22]=3)[CH2:20][CH2:19]2)=[O:17])[CH2:9][CH2:8]1)=[O:6])CC.[Li+].[OH-].[OH-].[Na+].Cl. The catalyst is C1COCC1.O.CO. The product is [C:32]([O:31][C:29]([NH:28][CH:13]([C@H:10]1[CH2:9][CH2:8][C@H:7]([C:5]([OH:6])=[O:4])[CH2:12][CH2:11]1)[CH2:14][NH:15][C:16]([C:18]1([C:21]2[CH:22]=[CH:23][C:24]([Cl:27])=[CH:25][CH:26]=2)[CH2:20][CH2:19]1)=[O:17])=[O:30])([CH3:35])([CH3:33])[CH3:34]. The yield is 0.460. (3) The reactants are [OH:1][CH:2]([C:7]1[CH:17]=[CH:16][C:10]([C:11]([O:13][CH2:14][CH3:15])=[O:12])=[CH:9][CH:8]=1)[CH2:3][CH:4]([CH3:6])[CH3:5].ClCCl.CS(C)=O.C(N(CC)CC)C. The catalyst is [Cl-].[Na+].O. The product is [CH3:6][CH:4]([CH3:5])[CH2:3][C:2]([C:7]1[CH:8]=[CH:9][C:10]([C:11]([O:13][CH2:14][CH3:15])=[O:12])=[CH:16][CH:17]=1)=[O:1]. The yield is 0.800. (4) The reactants are [CH3:1][C:2](C)([O-])C.[K+].[Br:7][C:8]1[CH:9]=[C:10]2[NH:16][C:15](=[O:17])[CH2:14][C:11]2=[N:12][CH:13]=1.[C:18]([O:22]C)(=O)[CH:19]=[CH2:20].O. The catalyst is CS(C)=O.C(OCC)(=O)C. The product is [Br:7][C:8]1[CH:9]=[C:10]2[NH:16][C:15](=[O:17])[C:14]3([CH2:20][CH2:19][C:18](=[O:22])[CH2:2][CH2:1]3)[C:11]2=[N:12][CH:13]=1. The yield is 0.500. (5) The product is [C:16]([O:15][C:13]([N:8]1[CH2:9][CH2:10][C:11]2[NH:31][N:30]([C:21]3[CH:22]=[N:23][C:24]4[C:29](=[CH:28][CH:27]=[CH:26][CH:25]=4)[N:20]=3)[C:4](=[O:5])[C:6]=2[CH2:7]1)=[O:14])([CH3:17])([CH3:18])[CH3:19]. The catalyst is C1(C)C=CC=CC=1. The reactants are C(O[C:4]([CH:6]1[C:11](=O)[CH2:10][CH2:9][N:8]([C:13]([O:15][C:16]([CH3:19])([CH3:18])[CH3:17])=[O:14])[CH2:7]1)=[O:5])C.[N:20]1[C:29]2[C:24](=[CH:25][CH:26]=[CH:27][CH:28]=2)[N:23]=[CH:22][C:21]=1[NH:30][NH2:31]. The yield is 0.890. (6) The reactants are [Cl:1][C:2]1[CH:7]=[C:6]([O:8][C:9]2[CH:14]=[C:13]([F:15])[C:12]([N+:16]([O-])=O)=[CH:11][C:10]=2[F:19])[CH:5]=[CH:4][N:3]=1.C1COCC1.[Cl-].[NH4+]. The catalyst is CO.[Zn]. The product is [Cl:1][C:2]1[CH:7]=[C:6]([O:8][C:9]2[C:10]([F:19])=[CH:11][C:12]([NH2:16])=[C:13]([F:15])[CH:14]=2)[CH:5]=[CH:4][N:3]=1. The yield is 0.990. (7) The reactants are [N+:1]([C:4]1[CH:5]=[CH:6][C:7]([N:10]2[CH2:15][CH2:14][N:13]([C:16]([O:18][C:19]([CH3:22])([CH3:21])[CH3:20])=[O:17])[CH2:12][CH2:11]2)=[N:8][CH:9]=1)([O-])=O. The catalyst is [Pd].CO. The product is [NH2:1][C:4]1[CH:5]=[CH:6][C:7]([N:10]2[CH2:15][CH2:14][N:13]([C:16]([O:18][C:19]([CH3:22])([CH3:21])[CH3:20])=[O:17])[CH2:12][CH2:11]2)=[N:8][CH:9]=1. The yield is 0.910.